Dataset: Full USPTO retrosynthesis dataset with 1.9M reactions from patents (1976-2016). Task: Predict the reactants needed to synthesize the given product. The reactants are: [Cl:1][C:2]1[N:7]=[C:6]([C:8]2[CH:9]=[N:10][CH:11]=[C:12]([Cl:14])[CH:13]=2)[C:5]2[N:15]([CH2:27][C@H:28]3[CH2:33][CH2:32][C@H:31]([CH3:34])[CH2:30][CH2:29]3)[C:16]([CH:18]([C:20]3[C:25]([F:26])=[CH:24][CH:23]=[CH:22][N:21]=3)[OH:19])=[N:17][C:4]=2[CH:3]=1.CC(OI1(OC(C)=O)(OC(C)=O)OC(=O)C2C=CC=CC1=2)=O. Given the product [Cl:1][C:2]1[N:7]=[C:6]([C:8]2[CH:9]=[N:10][CH:11]=[C:12]([Cl:14])[CH:13]=2)[C:5]2[N:15]([CH2:27][C@H:28]3[CH2:33][CH2:32][C@H:31]([CH3:34])[CH2:30][CH2:29]3)[C:16]([C:18]([C:20]3[C:25]([F:26])=[CH:24][CH:23]=[CH:22][N:21]=3)=[O:19])=[N:17][C:4]=2[CH:3]=1, predict the reactants needed to synthesize it.